This data is from Reaction yield outcomes from USPTO patents with 853,638 reactions. The task is: Predict the reaction yield, written as a fraction of the theoretical maximum amount of product (1.0 means a 100% yield; for example, 0.34 means a 34% yield). (1) The reactants are C[O:2][C:3](=[O:24])[C:4]1[CH:9]=[CH:8][C:7]([O:10][CH2:11][C:12]2[C:13]([C:17]3[CH:22]=[CH:21][C:20]([Cl:23])=[CH:19][CH:18]=3)=[N:14][O:15][CH:16]=2)=[N:6][CH:5]=1.COC(=O)C1C=CC(OCC2C(C3C=CC(F)=CC=3)=NOC=2)=NC=1. No catalyst specified. The product is [Cl:23][C:20]1[CH:19]=[CH:18][C:17]([C:13]2[C:12]([CH2:11][O:10][C:7]3[CH:8]=[CH:9][C:4]([C:3]([OH:24])=[O:2])=[CH:5][N:6]=3)=[CH:16][O:15][N:14]=2)=[CH:22][CH:21]=1. The yield is 1.00. (2) The reactants are N[C:2]1[CH:10]=[C:9]2[C:5]([CH2:6][O:7][C:8]2=[C:11]2[C:19]3[C:14](=[CH:15][CH:16]=[CH:17][CH:18]=3)[NH:13][C:12]2=[O:20])=[CH:4][CH:3]=1.[CH:21]([N:24](CC)C(C)C)(C)[CH3:22].C(Cl)(=[O:32])C. The catalyst is C1COCC1. The product is [O:20]=[C:12]1[C:11](=[C:8]2[C:9]3[C:5](=[CH:4][CH:3]=[C:2]([CH2:22][C:21]([NH2:24])=[O:32])[CH:10]=3)[CH2:6][O:7]2)[C:19]2[C:14](=[CH:15][CH:16]=[CH:17][CH:18]=2)[NH:13]1. The yield is 0.820. (3) The reactants are C1(C(=[N:14][C:15]2[CH:20]=[CH:19][C:18]3[C:21]4([CH2:36][O:37][C:17]=3[CH:16]=2)[C:29]2[C:24](=[CH:25][CH:26]=[CH:27][CH:28]=2)[N:23]([CH2:30][CH2:31][CH2:32][CH2:33][CH3:34])[C:22]4=[O:35])C2C=CC=CC=2)C=CC=CC=1.Cl. The catalyst is O1CCCC1.C(=O)(O)[O-].[Na+]. The product is [NH2:14][C:15]1[CH:20]=[CH:19][C:18]2[C:21]3([CH2:36][O:37][C:17]=2[CH:16]=1)[C:29]1[C:24](=[CH:25][CH:26]=[CH:27][CH:28]=1)[N:23]([CH2:30][CH2:31][CH2:32][CH2:33][CH3:34])[C:22]3=[O:35]. The yield is 0.240.